This data is from Forward reaction prediction with 1.9M reactions from USPTO patents (1976-2016). The task is: Predict the product of the given reaction. (1) Given the reactants [CH3:1][O:2][C:3]([C:5]1[CH:20]=[CH:19][C:8]2[N:9]([CH2:14][CH2:15][CH:16]([CH3:18])[CH3:17])[C:10]([CH2:12]O)=[N:11][C:7]=2[CH:6]=1)=[O:4].S(Cl)([Cl:23])=O, predict the reaction product. The product is: [CH3:1][O:2][C:3]([C:5]1[CH:20]=[CH:19][C:8]2[N:9]([CH2:14][CH2:15][CH:16]([CH3:18])[CH3:17])[C:10]([CH2:12][Cl:23])=[N:11][C:7]=2[CH:6]=1)=[O:4]. (2) Given the reactants [Cl:1][C:2]1[N:7]=[N:6][C:5]([C:8](OCC)=[O:9])=[C:4]([NH:13][C:14]2[CH:19]=[CH:18][C:17]([CH3:20])=[C:16]([CH3:21])[N:15]=2)[CH:3]=1.[NH3:22].CO, predict the reaction product. The product is: [Cl:1][C:2]1[N:7]=[N:6][C:5]([C:8]([NH2:22])=[O:9])=[C:4]([NH:13][C:14]2[CH:19]=[CH:18][C:17]([CH3:20])=[C:16]([CH3:21])[N:15]=2)[CH:3]=1.